The task is: Predict the reactants needed to synthesize the given product.. This data is from Full USPTO retrosynthesis dataset with 1.9M reactions from patents (1976-2016). (1) Given the product [F:1][C:2]1[CH:3]=[C:4]([CH:14]=[CH:15][CH:16]=1)[CH2:5][N:6]1[CH:11]=[CH:10][C:9]([O:12][CH2:18][CH2:19][C:20]2[CH:25]=[CH:24][CH:23]=[CH:22][CH:21]=2)=[CH:8][C:7]1=[O:13], predict the reactants needed to synthesize it. The reactants are: [F:1][C:2]1[CH:3]=[C:4]([CH:14]=[CH:15][CH:16]=1)[CH2:5][N:6]1[CH:11]=[CH:10][C:9]([OH:12])=[CH:8][C:7]1=[O:13].Br[CH2:18][CH2:19][C:20]1[CH:25]=[CH:24][CH:23]=[CH:22][CH:21]=1. (2) Given the product [OH:5][CH2:6][C:8]1[CH:9]=[C:10]2[C:15](=[CH:16][CH:17]=1)[NH:14][CH:13]=[C:12]([C:18]#[N:19])[CH:11]2[CH2:20][CH:21]([CH3:23])[CH3:22], predict the reactants needed to synthesize it. The reactants are: [BH4-].[Li+].C([O:5][C:6]([C:8]1[CH:9]=[C:10]2[C:15](=[CH:16][CH:17]=1)[N:14]=[CH:13][C:12]([C:18]#[N:19])=[C:11]2[CH2:20][CH:21]([CH3:23])[CH3:22])=O)C.Cl. (3) Given the product [NH2:24][C:10](=[O:11])[CH:9]([NH:8][C:6](=[O:7])[O:5][C:1]([CH3:4])([CH3:3])[CH3:2])[CH2:13][C:14]([F:17])([F:16])[F:15], predict the reactants needed to synthesize it. The reactants are: [C:1]([O:5][C:6]([NH:8][CH:9]([CH2:13][C:14]([F:17])([F:16])[F:15])[C:10](O)=[O:11])=[O:7])([CH3:4])([CH3:3])[CH3:2].C1C=C2[N:24]=NN(O)C2=CC=1.O.C(Cl)CCl.[NH4+].[OH-].